Binary Classification. Given a miRNA mature sequence and a target amino acid sequence, predict their likelihood of interaction. From a dataset of Experimentally validated miRNA-target interactions with 360,000+ pairs, plus equal number of negative samples. (1) The protein sequence of the target gene is MPSIKLQSSDGEIFEVDVEIAKQSVTIKTMLEDLGMDDEGDDDPVPLPNVNAAILKKVIQWCTHHKDDPPPPEDDENKEKRTDDIPVWDQEFLKVDQGTLFELILAANYLDIKGLLDVTCKTVANMIKGKTPEEIRKTFNIKNDFTEEEEAQVRKENQWCEEK. Result: 0 (no interaction). The miRNA is hsa-miR-1237-3p with sequence UCCUUCUGCUCCGUCCCCCAG. (2) The miRNA is mmu-miR-3106-5p with sequence UGGCUCAUUUAGAAGCAGCCA. The protein sequence of the target gene is MADHVQSLAQLENLCKQLYETTDTTTRLQAEKALVEFTNSPDCLSKCQLLLERGSSSYSQLLAATCLTKLVSRTNNPLPLEQRIDIRNYVLNYLATRPKLATFVTQALIQLYARITKLGWFDCQKDDYVFRNAITDVTRFLQDSVEYCIIGVTILSQLTNEINQADTTHPLTKHRKIASSFRDSSLFDIFTLSCNLLKQASGKNLNLNDESQHGLLMQLLKLTHNCLNFDFIGTSTDESSDDLCTVQIPTSWRSAFLDSSTLQLFFDLYHSIPPSFSPLVLSCLVQIASVRRSLFNNAER.... Result: 1 (interaction). (3) The miRNA is hsa-miR-23a-3p with sequence AUCACAUUGCCAGGGAUUUCC. The protein sequence of the target gene is MATVVVEATEPEPSGSIANPAASTSPSLSHRFLDSKFYLLVVVGEIVTEEHLRRAIGNIELGIRSWDTNLIECNLDQELKLFVSRHSARFSPEVPGQKILHHRSDVLETVVLINPSDEAVSTEVRLMITDAARHKLLVLTGQCFENTGELILQSGSFSFQNFIEIFTDQEIGELLSTTHPANKASLTLFCPEEGDWKNSNLDRHNLQDFINIKLNSASILPEMEGLSEFTEYLSESVEVPSPFDILEPPTSGGFLKLSKPCCYIFPGGRGDSALFAVNGFNMLINGGSERKSCFWKLIRH.... Result: 1 (interaction). (4) The miRNA is hsa-miR-6715a-3p with sequence CCAAACCAGUCGUGCCUGUGG. The protein sequence of the target gene is MYLSRFLSIHALWVTVSSVMQPYPLVWGHYDLCKTQIYTEEGKVWDYMACQPESTDMTKYLKVKLDPPDITCGDPPETFCAMGNPYMCNNECDASTPELAHPPELMFDFEGRHPSTFWQSATWKEYPKPLQVNITLSWSKTIELTDNIVITFESGRPDQMILEKSLDYGRTWQPYQYYATDCLDAFHMDPKSVKDLSQHTVLEIICTEEYSTGYTTNSKIIHFEIKDRFAFFAGPRLRNMASLYGQLDTTKKLRDFFTVTDLRIRLLRPAVGEIFVDELHLARYFYAISDIKVRGRCKCN.... Result: 0 (no interaction). (5) The miRNA is hsa-miR-193b-3p with sequence AACUGGCCCUCAAAGUCCCGCU. The protein sequence of the target gene is MAASAKKKNKKGKTISLTDFLAEDGGTGGGSTYVSKPVSWADETDDLEGDVSTTWHSNDDDVYRAPPIDRSILPTAPRAAREPNIDRSRLPKSPPYTAFLGNLPYDVTEESIKEFFRGLNISAVRLPREPSNPERLKGFGYAEFEDLDSLLSALSLNEESLGNRRIRVDVADQAQDKDRDDRSFGRDRNRDSDKTDTDWRARPATDSFDDYPPRRGDDSFGDKYRDRYDSDRYRDGYRDGYRDGPRRDMDRYGGRDRYDDRGSRDYDRGYDSRIGSGRRAFGSGYRRDDDYRGGGDRYED.... Result: 1 (interaction). (6) The miRNA is hsa-miR-3923 with sequence AACUAGUAAUGUUGGAUUAGGG. The protein sequence of the target gene is MDHKPLLQERPPAYNLEAGQGDYACGPHGYGAIPAAPPPPPYPYLVTGIPTHHPRVYNIHSRTVTRYPANSIVVVGGCPVCRVGVLEDCFTFLGIFLAIILFPFGFICCFALRKRRCPNCGATFA. Result: 0 (no interaction).